Dataset: Retrosynthesis with 50K atom-mapped reactions and 10 reaction types from USPTO. Task: Predict the reactants needed to synthesize the given product. (1) Given the product O=C(NC(CCOc1ccccc1)c1ccccc1)C1SCCN1S(=O)(=O)c1ccc(-c2ccccc2)cc1, predict the reactants needed to synthesize it. The reactants are: O=C(NC(CCO)c1ccccc1)C1SCCN1S(=O)(=O)c1ccc(-c2ccccc2)cc1.Oc1ccccc1. (2) Given the product O=Cc1cn(-c2ccccc2)nc1-c1ccc([N+](=O)[O-])o1, predict the reactants needed to synthesize it. The reactants are: O=[N+]([O-])c1ccc(-c2nn(-c3ccccc3)cc2CO)o1. (3) Given the product N#CCC(=O)NCc1ccccn1, predict the reactants needed to synthesize it. The reactants are: N#CCC(=O)O.NCc1ccccn1. (4) Given the product Cc1nc2ccccc2n1C1C[C@@H]2CC[C@H](C1)N2CCC1(c2ccccc2)CCN(C(=O)C2(C#N)CC2)CC1, predict the reactants needed to synthesize it. The reactants are: Cc1nc2ccccc2n1C1C[C@@H]2CC[C@H](C1)N2CCC1(c2ccccc2)CCNCC1.N#CC1(C(=O)O)CC1. (5) The reactants are: COC(=O)c1ccccc1N.O=C(Cl)CCl. Given the product COC(=O)c1ccccc1NC(=O)CCl, predict the reactants needed to synthesize it. (6) Given the product Cn1cncc1C(=O)c1ccc(C#N)c(F)c1, predict the reactants needed to synthesize it. The reactants are: Cn1cncc1C(O)c1ccc(C#N)c(F)c1. (7) Given the product OC(c1ccccc1)[C@@H](OCc1ccccc1)[C@H]1COC2(CCCCC2)O1, predict the reactants needed to synthesize it. The reactants are: O=C[C@@H](OCc1ccccc1)[C@H]1COC2(CCCCC2)O1.[Mg+]c1ccccc1. (8) Given the product O=C(NCCN1CCOCC1)c1ccc(Cl)cc1, predict the reactants needed to synthesize it. The reactants are: NCCN1CCOCC1.O=C(Cl)c1ccc(Cl)cc1. (9) Given the product Cc1cccc(N(C)S(=O)(=O)c2ccc(-c3ccc(C#N)cc3)cc2)n1, predict the reactants needed to synthesize it. The reactants are: CNc1cccc(C)n1.N#Cc1ccc(-c2ccc(S(=O)(=O)Cl)cc2)cc1. (10) Given the product O=C(O)COCc1ccc(/C=C2\C(=O)Nc3ccc(F)cc32)[se]1, predict the reactants needed to synthesize it. The reactants are: O=C1Cc2cc(F)ccc2N1.O=Cc1ccc(COCC(=O)O)[se]1.